This data is from Forward reaction prediction with 1.9M reactions from USPTO patents (1976-2016). The task is: Predict the product of the given reaction. (1) Given the reactants CO[C:3]([C:5]1[C:13]2[C:8](=[CH:9][C:10]([Cl:14])=[CH:11][CH:12]=2)[NH:7][N:6]=1)=[O:4].CC(C[AlH]C[CH:21]([CH3:23])[CH3:22])C.[CH3:24][CH2:25][O:26]C(C)=O, predict the reaction product. The product is: [Cl:14][C:10]1[CH:9]=[C:8]2[C:13]([C:5]([CH2:3][OH:4])=[N:6][N:7]2[CH:22]2[CH2:21][CH2:23][CH2:24][CH2:25][O:26]2)=[CH:12][CH:11]=1. (2) Given the reactants [CH2:1]([N:8]1[C:12]2[CH:13]=[C:14]3[C:18](=[CH:19][C:11]=2[NH:10][C:9]1=[O:21])[NH:17][N:16]=[C:15]3[I:20])[C:2]1[CH:7]=[CH:6][CH:5]=[CH:4][CH:3]=1.[O:22](C(OC(C)(C)C)=O)[C:23]([O:25][C:26]([CH3:29])([CH3:28])[CH3:27])=O, predict the reaction product. The product is: [CH2:1]([N:8]1[C:12]2[CH:13]=[C:14]3[C:18](=[CH:19][C:11]=2[NH:10][C:9]1=[O:21])[N:17]([C:23]([O:25][C:26]([CH3:29])([CH3:28])[CH3:27])=[O:22])[N:16]=[C:15]3[I:20])[C:2]1[CH:7]=[CH:6][CH:5]=[CH:4][CH:3]=1. (3) Given the reactants [C:1]([N:4]1[CH2:10][C@H:9]([NH2:11])[C:8](=[O:12])[N:7]([CH2:13][C:14]2[CH:19]=[CH:18][CH:17]=[CH:16][CH:15]=2)[C:6]2[CH:20]=[CH:21][CH:22]=[CH:23][C:5]1=2)(=[O:3])[CH3:2].[CH3:24][C:25]([CH3:40])([C:29]([NH:31][CH2:32][C:33]([F:39])([F:38])[C:34]([F:37])([F:36])[F:35])=[O:30])[C:26](O)=[O:27], predict the reaction product. The product is: [C:1]([N:4]1[CH2:10][C@H:9]([NH:11][C:26](=[O:27])[C:25]([CH3:24])([CH3:40])[C:29]([NH:31][CH2:32][C:33]([F:38])([F:39])[C:34]([F:35])([F:36])[F:37])=[O:30])[C:8](=[O:12])[N:7]([CH2:13][C:14]2[CH:15]=[CH:16][CH:17]=[CH:18][CH:19]=2)[C:6]2[CH:20]=[CH:21][CH:22]=[CH:23][C:5]1=2)(=[O:3])[CH3:2]. (4) Given the reactants Br[C:2]1[C:7]([C:8]([F:11])([F:10])[F:9])=[CH:6][C:5]([NH:12][C:13]2[N:17]=[C:16]([NH2:18])[NH:15][N:14]=2)=[CH:4][C:3]=1[Cl:19].CN1C(C)(C)CC(SC2C=CC(B3OC(C)(C)C(C)(C)O3)=CC=2)CC1(C)C.[CH3:47][NH:48][C:49]([C:51]1[CH:56]=[CH:55][C:54](B(O)O)=[CH:53][CH:52]=1)=[O:50].C([O-])([O-])=O.[K+].[K+], predict the reaction product. The product is: [NH2:18][C:16]1[NH:15][N:14]=[C:13]([NH:12][C:5]2[CH:6]=[C:7]([C:8]([F:11])([F:10])[F:9])[C:2]([C:54]3[CH:55]=[CH:56][C:51]([C:49]([NH:48][CH3:47])=[O:50])=[CH:52][CH:53]=3)=[C:3]([Cl:19])[CH:4]=2)[N:17]=1. (5) Given the reactants [F:1][C:2]([F:23])([F:22])[C:3]1[CH:17]=[C:16]([C:18]([F:21])([F:20])[F:19])[CH:15]=[CH:14][C:4]=1[CH2:5][N:6]1[CH2:11][CH2:10][CH:9]([CH:12]=O)[CH2:8][CH2:7]1.[OH:24][C@@H:25]1[CH2:30][CH2:29][CH2:28][CH2:27][C@H:26]1[NH:31][C:32]1[CH2:36][S:35][C:34](=[O:37])[N:33]=1.C([O-])(=O)C.[NH2+]1CCCCC1, predict the reaction product. The product is: [F:1][C:2]([F:22])([F:23])[C:3]1[CH:17]=[C:16]([C:18]([F:20])([F:21])[F:19])[CH:15]=[CH:14][C:4]=1[CH2:5][N:6]1[CH2:7][CH2:8][CH:9](/[CH:12]=[C:36]2/[C:32]([NH:31][C@@H:26]3[CH2:27][CH2:28][CH2:29][CH2:30][C@H:25]3[OH:24])=[N:33][C:34](=[O:37])[S:35]/2)[CH2:10][CH2:11]1. (6) The product is: [CH:1]([C:3]1[CH:8]=[CH:7][C:6]([C:13]2[CH:18]=[CH:17][CH:16]=[CH:15][N:14]=2)=[CH:5][CH:4]=1)=[CH2:2]. Given the reactants [CH:1]([C:3]1[CH:8]=[CH:7][C:6](B(O)O)=[CH:5][CH:4]=1)=[CH2:2].Br[C:13]1[CH:18]=[CH:17][CH:16]=[CH:15][N:14]=1.O1CCCC1.C(=O)([O-])[O-].[K+].[K+], predict the reaction product.